The task is: Regression. Given two drug SMILES strings and cell line genomic features, predict the synergy score measuring deviation from expected non-interaction effect.. This data is from NCI-60 drug combinations with 297,098 pairs across 59 cell lines. (1) Drug 1: C1CC(=O)NC(=O)C1N2CC3=C(C2=O)C=CC=C3N. Drug 2: CC1=C(C(=CC=C1)Cl)NC(=O)C2=CN=C(S2)NC3=CC(=NC(=N3)C)N4CCN(CC4)CCO. Cell line: HOP-62. Synergy scores: CSS=21.7, Synergy_ZIP=-4.99, Synergy_Bliss=-2.59, Synergy_Loewe=-66.5, Synergy_HSA=1.50. (2) Drug 1: CCC1=CC2CC(C3=C(CN(C2)C1)C4=CC=CC=C4N3)(C5=C(C=C6C(=C5)C78CCN9C7C(C=CC9)(C(C(C8N6C)(C(=O)OC)O)OC(=O)C)CC)OC)C(=O)OC.C(C(C(=O)O)O)(C(=O)O)O. Drug 2: CC1=C(N=C(N=C1N)C(CC(=O)N)NCC(C(=O)N)N)C(=O)NC(C(C2=CN=CN2)OC3C(C(C(C(O3)CO)O)O)OC4C(C(C(C(O4)CO)O)OC(=O)N)O)C(=O)NC(C)C(C(C)C(=O)NC(C(C)O)C(=O)NCCC5=NC(=CS5)C6=NC(=CS6)C(=O)NCCC[S+](C)C)O. Cell line: IGROV1. Synergy scores: CSS=36.2, Synergy_ZIP=-8.81, Synergy_Bliss=-3.37, Synergy_Loewe=1.82, Synergy_HSA=2.90.